From a dataset of Catalyst prediction with 721,799 reactions and 888 catalyst types from USPTO. Predict which catalyst facilitates the given reaction. Reactant: [C:1]1([CH:7]([C:18]2[CH:19]=[C:20]([CH3:24])[CH:21]=[CH:22][CH:23]=2)[CH:8]2[CH2:12][CH2:11][N:10]([CH2:13][C:14]([O:16]C)=[O:15])[CH2:9]2)[CH:6]=[CH:5][CH:4]=[CH:3][CH:2]=1.[OH-].[Li+]. Product: [C:1]1([CH:7]([C:18]2[CH:19]=[C:20]([CH3:24])[CH:21]=[CH:22][CH:23]=2)[CH:8]2[CH2:12][CH2:11][N:10]([CH2:13][C:14]([OH:16])=[O:15])[CH2:9]2)[CH:2]=[CH:3][CH:4]=[CH:5][CH:6]=1. The catalyst class is: 20.